Task: Regression. Given a peptide amino acid sequence and an MHC pseudo amino acid sequence, predict their binding affinity value. This is MHC class II binding data.. Dataset: Peptide-MHC class II binding affinity with 134,281 pairs from IEDB The peptide sequence is GELQGVDKIDAAFKI. The MHC is DRB1_1501 with pseudo-sequence DRB1_1501. The binding affinity (normalized) is 0.215.